Task: Predict the reactants needed to synthesize the given product.. Dataset: Full USPTO retrosynthesis dataset with 1.9M reactions from patents (1976-2016) (1) Given the product [CH2:10]([N:17]1[CH2:4][CH:3]2[C:18](=[O:21])[CH:19]([CH2:6][O:1][CH2:2]2)[CH2:8]1)[C:11]1[CH:16]=[CH:15][CH:14]=[CH:13][CH:12]=1, predict the reactants needed to synthesize it. The reactants are: [O:1]1[CH2:6]C[C:4](=O)[CH2:3][CH2:2]1.[CH2:8]=O.[CH2:10]([NH2:17])[C:11]1[CH:16]=[CH:15][CH:14]=[CH:13][CH:12]=1.[C:18]([OH:21])(=O)[CH3:19]. (2) Given the product [CH3:36][C:35]([CH3:38])([CH3:37])[C:34]([O:19][C:9]1[CH:10]2[CH:15]([C:16](=[O:17])[C:8]=1[C:7]1[C:2]([CH3:1])=[CH:3][C:4]([C:21]3[CH:26]=[CH:25][CH:24]=[CH:23][CH:22]=3)=[CH:5][C:6]=1[CH3:20])[CH:14]1[O:18][CH:11]2[CH2:12][CH2:13]1)=[O:39], predict the reactants needed to synthesize it. The reactants are: [CH3:1][C:2]1[CH:3]=[C:4]([C:21]2[CH:26]=[CH:25][CH:24]=[CH:23][CH:22]=2)[CH:5]=[C:6]([CH3:20])[C:7]=1[CH:8]1[C:16](=[O:17])[CH:15]2[CH:10]([CH:11]3[O:18][CH:14]2[CH2:13][CH2:12]3)[C:9]1=[O:19].C(N(CC)CC)C.[C:34](Cl)(=[O:39])[C:35]([CH3:38])([CH3:37])[CH3:36]. (3) Given the product [CH:20]([CH:2]1[C:3](=[O:24])[NH:4][C:5]2[CH:10]=[C:9]([C:11]([F:14])([F:13])[F:12])[CH:8]=[C:7]([C:15]([F:18])([F:17])[F:16])[C:6]=2[O:19]1)([CH3:22])[CH3:21], predict the reactants needed to synthesize it. The reactants are: Br[CH:2]([CH:20]([CH3:22])[CH3:21])[CH2:3][N-:4][C:5]1[CH:10]=[C:9]([C:11]([F:14])([F:13])[F:12])[CH:8]=[C:7]([C:15]([F:18])([F:17])[F:16])[C:6]=1[OH:19].C(=O)([O-])[O-:24].[K+].[K+].C(OCC)(=O)C.O.